This data is from Catalyst prediction with 721,799 reactions and 888 catalyst types from USPTO. The task is: Predict which catalyst facilitates the given reaction. Reactant: FC(F)(F)S(O[CH2:7][C:8]([F:16])([F:15])[C:9]1[CH:14]=[CH:13][CH:12]=[CH:11][N:10]=1)(=O)=O.[N-:19]=[N+:20]=[N-:21].[Na+]. Product: [F:15][C:8]([F:16])([C:9]1[CH:14]=[CH:13][CH:12]=[CH:11][N:10]=1)[CH2:7][N:19]=[N+:20]=[N-:21]. The catalyst class is: 18.